This data is from Catalyst prediction with 721,799 reactions and 888 catalyst types from USPTO. The task is: Predict which catalyst facilitates the given reaction. (1) The catalyst class is: 30. Reactant: C([O:3][C:4]([CH:6]1[CH2:8][C:7]1([C@@H:16]1[C@:24]2([CH3:25])[C@H:19]([C@@H:20]([O:26][Si:27]([C:30]([CH3:33])([CH3:32])[CH3:31])([CH3:29])[CH3:28])[CH2:21][CH2:22][CH2:23]2)[CH2:18][CH2:17]1)[CH2:9][CH2:10][CH2:11][C:12]([OH:15])([CH3:14])[CH3:13])=O)C.[H-].[Al+3].[Li+].[H-].[H-].[H-].[Cl-].[NH4+].OS(O)(=O)=O. Product: [C:30]([Si:27]([CH3:29])([CH3:28])[O:26][C@H:20]1[CH2:21][CH2:22][CH2:23][C@@:24]2([CH3:25])[C@H:19]1[CH2:18][CH2:17][C@@H:16]2[C:7]1([CH2:9][CH2:10][CH2:11][C:12]([CH3:14])([OH:15])[CH3:13])[CH2:8][CH:6]1[CH2:4][OH:3])([CH3:33])([CH3:32])[CH3:31]. (2) Reactant: C(N(CC)CC)C.[N:8]1[C:17]2[C:12](=[CH:13][C:14]([C:18]3([C:21]4[N:25]5[CH:26]=[C:27]([C:30]([OH:32])=O)[CH:28]=[N:29][C:24]5=[N:23][CH:22]=4)[CH2:20][CH2:19]3)=[CH:15][CH:16]=2)[CH:11]=[CH:10][CH:9]=1.F[P-](F)(F)(F)(F)F.[N:40]1(O[P+](N2CCCC2)(N2CCCC2)N2CCCC2)[C:44]2[CH:45]=[CH:46][CH:47]=[CH:48][C:43]=2N=N1.C1(N)CCCCC1. Product: [CH:44]1([NH:40][C:30]([C:27]2[CH:28]=[N:29][C:24]3[N:25]([C:21]([C:18]4([C:14]5[CH:13]=[C:12]6[C:17](=[CH:16][CH:15]=5)[N:8]=[CH:9][CH:10]=[CH:11]6)[CH2:20][CH2:19]4)=[CH:22][N:23]=3)[CH:26]=2)=[O:32])[CH2:45][CH2:46][CH2:47][CH2:48][CH2:43]1. The catalyst class is: 405. (3) Reactant: [Cl:1][C:2]1[C:37]([F:38])=[CH:36][CH:35]=[CH:34][C:3]=1[CH2:4][NH:5][C:6](=[O:33])[N:7]([C@H:9]([CH2:18][O:19][C:20](=[O:32])[NH:21][C:22]1[N:23]=[CH:24][C:25]2[C:30]([CH:31]=1)=[CH:29][CH:28]=[CH:27][CH:26]=2)[CH2:10][C:11]([O:13]C(C)(C)C)=[O:12])[CH3:8].C(O)(C(F)(F)F)=O. Product: [Cl:1][C:2]1[C:37]([F:38])=[CH:36][CH:35]=[CH:34][C:3]=1[CH2:4][NH:5][C:6](=[O:33])[N:7]([C@H:9]([CH2:18][O:19][C:20](=[O:32])[NH:21][C:22]1[N:23]=[CH:24][C:25]2[C:30]([CH:31]=1)=[CH:29][CH:28]=[CH:27][CH:26]=2)[CH2:10][C:11]([OH:13])=[O:12])[CH3:8]. The catalyst class is: 2. (4) Reactant: [CH2:1]([O:8][C:9]1[CH:10]=[C:11]([CH:20]([OH:27])[C:21]2[S:22][C:23]([CH3:26])=[CH:24][CH:25]=2)[CH:12]=[C:13]2[C:18]=1[N:17]=[CH:16][NH:15][C:14]2=[O:19])[C:2]1[CH:7]=[CH:6][CH:5]=[CH:4][CH:3]=1. Product: [CH2:1]([O:8][C:9]1[CH:10]=[C:11]([C:20]([C:21]2[S:22][C:23]([CH3:26])=[CH:24][CH:25]=2)=[O:27])[CH:12]=[C:13]2[C:18]=1[N:17]=[CH:16][NH:15][C:14]2=[O:19])[C:2]1[CH:3]=[CH:4][CH:5]=[CH:6][CH:7]=1. The catalyst class is: 742. (5) Reactant: [CH3:1][O:2][C:3]1[CH:4]=[C:5]([CH:9]=[C:10]([O:13][CH3:14])[C:11]=1[CH3:12])[C:6]([NH2:8])=O.S(Cl)(Cl)=O.CN(C=O)C. Product: [CH3:14][O:13][C:10]1[CH:9]=[C:5]([CH:4]=[C:3]([O:2][CH3:1])[C:11]=1[CH3:12])[C:6]#[N:8]. The catalyst class is: 11. (6) Reactant: [CH2:1]([NH2:13])[CH2:2][CH2:3][CH2:4][CH2:5][CH2:6][CH2:7][CH2:8][CH2:9][CH2:10][CH2:11][CH3:12].[ClH:14]. The catalyst class is: 5. Product: [ClH:14].[CH2:1]([NH2:13])[CH2:2][CH2:3][CH2:4][CH2:5][CH2:6][CH2:7][CH2:8][CH2:9][CH2:10][CH2:11][CH3:12].